The task is: Predict the product of the given reaction.. This data is from Forward reaction prediction with 1.9M reactions from USPTO patents (1976-2016). (1) Given the reactants CON(C)[C:4]([C:6]1[N:7]=[CH:8][N:9]([C:11]2[CH:12]=[C:13]([C:17]3[CH:22]=[CH:21][CH:20]=[CH:19][C:18]=3[Cl:23])[CH:14]=[CH:15][CH:16]=2)[CH:10]=1)=[O:5].[S:25]1[CH:29]=[CH:28][N:27]=[CH:26]1, predict the reaction product. The product is: [Cl:23][C:18]1[CH:19]=[CH:20][CH:21]=[CH:22][C:17]=1[C:13]1[CH:14]=[CH:15][CH:16]=[C:11]([N:9]2[CH:10]=[C:6]([C:4]([C:26]3[S:25][CH:29]=[CH:28][N:27]=3)=[O:5])[N:7]=[CH:8]2)[CH:12]=1. (2) Given the reactants [NH2:1][C:2]1[CH:7]=[CH:6][CH:5]=[C:4]([Br:8])[C:3]=1[OH:9].C(=O)(O)[O-].[Na+].Cl[CH2:16][C:17](Cl)=[O:18], predict the reaction product. The product is: [Br:8][C:4]1[C:3]2[O:9][CH2:16][C:17](=[O:18])[NH:1][C:2]=2[CH:7]=[CH:6][CH:5]=1.